Dataset: Reaction yield outcomes from USPTO patents with 853,638 reactions. Task: Predict the reaction yield, written as a fraction of the theoretical maximum amount of product (1.0 means a 100% yield; for example, 0.34 means a 34% yield). (1) The yield is 0.950. The reactants are [NH2:1][C@H:2]([C:6]([CH3:9])([SH:8])[CH3:7])[C:3]([OH:5])=[O:4].FC(F)(F)C(O)=O.[CH3:17][O:18][C:19]1[CH:26]=[C:25]([O:27][CH3:28])[CH:24]=[C:23]([O:29][CH3:30])[C:20]=1[CH2:21]O. The catalyst is C(Cl)Cl. The product is [NH2:1][C@H:2]([C:6]([CH3:9])([S:8][CH2:21][C:20]1[C:23]([O:29][CH3:30])=[CH:24][C:25]([O:27][CH3:28])=[CH:26][C:19]=1[O:18][CH3:17])[CH3:7])[C:3]([OH:5])=[O:4]. (2) The reactants are [Cl:1][C:2]1[C:3]([C:8]2[CH:9]=[C:10]([CH:12]=[C:13]([C:15]3[NH:23][C:18]4=[N:19][CH:20]=[CH:21][CH:22]=[C:17]4[N:16]=3)[CH:14]=2)[NH2:11])=[N:4][CH:5]=[CH:6][CH:7]=1.C([O-])(=O)C.[Na+].[CH3:29][C:30]1[CH:37]=[CH:36][C:33]([CH:34]=O)=[CH:32][CH:31]=1.O. The catalyst is C(Cl)Cl.CO. The product is [Cl:1][C:2]1[C:3]([C:8]2[CH:9]=[C:10]([CH:12]=[C:13]([C:15]3[NH:23][C:18]4=[N:19][CH:20]=[CH:21][CH:22]=[C:17]4[N:16]=3)[CH:14]=2)[NH:11][CH2:29][C:30]2[CH:37]=[CH:36][C:33]([CH3:34])=[CH:32][CH:31]=2)=[N:4][CH:5]=[CH:6][CH:7]=1. The yield is 0.450. (3) The reactants are [C:1]([O:5][C:6]([N:8]1[CH2:12][C@H:11]([OH:13])[CH2:10][C@@H:9]1[CH2:14][C:15]#[CH:16])=[O:7])([CH3:4])([CH3:3])[CH3:2].C(N(CC)CC)C.[CH3:24][S:25](Cl)(=[O:27])=[O:26]. The catalyst is C(Cl)Cl. The product is [C:1]([O:5][C:6]([N:8]1[CH2:12][C@H:11]([O:13][S:25]([CH3:24])(=[O:27])=[O:26])[CH2:10][C@@H:9]1[CH2:14][C:15]#[CH:16])=[O:7])([CH3:4])([CH3:3])[CH3:2]. The yield is 1.00. (4) No catalyst specified. The yield is 0.560. The product is [CH3:22][NH:23][C:18]([C:14]1[S:13][C:12](/[CH:11]=[CH:10]/[C:9]2[C:5]([CH2:1][CH2:2][CH2:3][CH3:4])=[N:6][O:7][C:8]=2[CH3:21])=[N:16][C:15]=1[CH3:17])=[O:20]. The reactants are [CH2:1]([C:5]1[C:9](/[CH:10]=[CH:11]/[C:12]2[S:13][C:14]([C:18]([OH:20])=O)=[C:15]([CH3:17])[N:16]=2)=[C:8]([CH3:21])[O:7][N:6]=1)[CH2:2][CH2:3][CH3:4].[CH3:22][NH2:23]. (5) The reactants are [CH3:1][C:2]1[CH:11]=[C:10]([CH2:12][O:13][C:14]2[CH:19]=[CH:18][C:17]([S:20]([NH:23][C@H:24]3[CH2:28][N:27]([CH2:29][C:30]#[CH:31])[CH2:26][C@H:25]3[C:32](OC(C)(C)C)=[O:33])(=[O:22])=[O:21])=[CH:16][CH:15]=2)[C:9]2[C:4](=[CH:5][CH:6]=[CH:7][CH:8]=2)[N:3]=1.FC(F)(F)C(O)=O.[NH2:46][OH:47]. No catalyst specified. The product is [OH:47][NH:46][C:32]([C@H:25]1[C@@H:24]([NH:23][S:20]([C:17]2[CH:16]=[CH:15][C:14]([O:13][CH2:12][C:10]3[C:9]4[C:4](=[CH:5][CH:6]=[CH:7][CH:8]=4)[N:3]=[C:2]([CH3:1])[CH:11]=3)=[CH:19][CH:18]=2)(=[O:22])=[O:21])[CH2:28][N:27]([CH2:29][C:30]#[CH:31])[CH2:26]1)=[O:33]. The yield is 0.540. (6) The product is [Cl:8][C:6]1[CH:5]=[CH:4][N:3]=[C:2]([N:11]2[C:10]([CH3:9])=[C:14]([CH3:15])[N:13]=[CH:12]2)[N:7]=1. The reactants are Cl[C:2]1[N:7]=[C:6]([Cl:8])[CH:5]=[CH:4][N:3]=1.[CH3:9][C:10]1[N:11]=[CH:12][NH:13][C:14]=1[CH3:15].O. The catalyst is CN(C=O)C. The yield is 0.639.